This data is from Catalyst prediction with 721,799 reactions and 888 catalyst types from USPTO. The task is: Predict which catalyst facilitates the given reaction. (1) Reactant: Br[C:2]1[CH:7]=[CH:6][C:5]([C:8]2[N:12]([CH2:13][C@@H:14]3[CH2:18][CH2:17][N:16]([C:19]([CH:21]4[CH2:23][CH2:22]4)=[O:20])[CH2:15]3)[C:11](=[O:24])[C:10]3([CH2:28][CH2:27][CH2:26][CH2:25]3)[N:9]=2)=[CH:4][CH:3]=1.[O:29]1[C:33]2[CH:34]=[CH:35][C:36](B(O)O)=[CH:37][C:32]=2[CH:31]=[CH:30]1. Product: [O:29]1[C:33]2[CH:34]=[CH:35][C:36]([C:2]3[CH:7]=[CH:6][C:5]([C:8]4[N:12]([CH2:13][C@@H:14]5[CH2:18][CH2:17][N:16]([C:19]([CH:21]6[CH2:22][CH2:23]6)=[O:20])[CH2:15]5)[C:11](=[O:24])[C:10]5([CH2:25][CH2:26][CH2:27][CH2:28]5)[N:9]=4)=[CH:4][CH:3]=3)=[CH:37][C:32]=2[CH:31]=[CH:30]1. The catalyst class is: 104. (2) Reactant: [Cl-:1].[Cl-].[NH3+:3][C:4]1[CH:26]=[CH:25][C:7]([C:8]([NH:10][C:11]2[CH:24]=[CH:23][C:14]([NH:15][C:16]3[CH:21]=[CH:20][N+:19]([CH3:22])=[CH:18][CH:17]=3)=[CH:13][CH:12]=2)=[O:9])=[CH:6][CH:5]=1.[Cl:27][C:28]1[C:37]2[C:32](=[CH:33][C:34]([N+:38]([O-:40])=[O:39])=[CH:35][CH:36]=2)[N:31]=[CH:30][CH:29]=1.Cl. Product: [Cl-:27].[Cl-:1].[CH3:22][N+:19]1[CH:20]=[CH:21][C:16]([NH:15][C:14]2[CH:23]=[CH:24][C:11]([NH:10][C:8](=[O:9])[C:7]3[CH:25]=[CH:26][C:4]([NH:3][C:28]4[C:37]5[C:32](=[CH:33][C:34]([N+:38]([O-:40])=[O:39])=[CH:35][CH:36]=5)[N:31]=[CH:30][CH:29]=4)=[CH:5][CH:6]=3)=[CH:12][CH:13]=2)=[CH:17][CH:18]=1.[CH3:22][N+:19]1[CH:20]=[CH:21][C:16]([NH:15][C:14]2[CH:23]=[CH:24][C:11]([NH:10][C:8](=[O:9])[C:7]3[CH:25]=[CH:26][C:4]([NH:3][C:28]4[C:37]5[C:32](=[CH:33][C:34]([N+:38]([O-:40])=[O:39])=[CH:35][CH:36]=5)[N:31]=[CH:30][CH:29]=4)=[CH:5][CH:6]=3)=[CH:12][CH:13]=2)=[CH:17][CH:18]=1. The catalyst class is: 5. (3) Reactant: [F:1][C:2]1[CH:9]=[CH:8][C:5]([CH2:6][OH:7])=[CH:4][CH:3]=1.[H-].[Na+].Cl[C:13]1[N:14]=[N:15][CH:16]=[C:17]2[C:21]([CH3:22])=[C:20]([CH3:23])[N:19]([CH2:24][C@H:25]3[CH2:27][C@@H:26]3[CH3:28])[C:18]=12. Product: [F:1][C:2]1[CH:9]=[CH:8][C:5]([CH2:6][O:7][C:13]2[N:14]=[N:15][CH:16]=[C:17]3[C:21]([CH3:22])=[C:20]([CH3:23])[N:19]([CH2:24][C@H:25]4[CH2:27][C@@H:26]4[CH3:28])[C:18]=23)=[CH:4][CH:3]=1. The catalyst class is: 7. (4) Reactant: [CH:1]([C:4]1[CH:25]=[CH:24][C:7]([CH2:8][C:9]2[C:21]([CH3:22])=[CH:20][C:19]([CH3:23])=[CH:18][C:10]=2[O:11][CH2:12][C:13]([O:15]CC)=[O:14])=[CH:6][CH:5]=1)([CH3:3])[CH3:2]. Product: [CH:1]([C:4]1[CH:5]=[CH:6][C:7]([CH2:8][C:9]2[C:21]([CH3:22])=[CH:20][C:19]([CH3:23])=[CH:18][C:10]=2[O:11][CH2:12][C:13]([OH:15])=[O:14])=[CH:24][CH:25]=1)([CH3:3])[CH3:2]. The catalyst class is: 175.